This data is from Reaction yield outcomes from USPTO patents with 853,638 reactions. The task is: Predict the reaction yield, written as a fraction of the theoretical maximum amount of product (1.0 means a 100% yield; for example, 0.34 means a 34% yield). (1) The reactants are [Cl:1][C:2]1[CH:3]=[C:4]2[C:9](=[CH:10][C:11]=1[O:12][C:13]1[CH:21]=[CH:20][C:16]([C:17]([OH:19])=O)=[CH:15][CH:14]=1)[O:8][CH2:7][CH2:6][CH:5]2[C:22]([O:24][CH2:25][CH3:26])=[O:23].Cl.[CH2:28]1[C:36]2[C:31](=[CH:32][CH:33]=[CH:34][CH:35]=2)[CH2:30][CH:29]1[CH2:37][NH2:38].C(N(C(C)C)C(C)C)C.Cl.CN(C)CCCN=C=NCC.ON1C2N=CC=CC=2N=N1. The catalyst is ClCCl. The product is [Cl:1][C:2]1[CH:3]=[C:4]2[C:9](=[CH:10][C:11]=1[O:12][C:13]1[CH:21]=[CH:20][C:16]([C:17](=[O:19])[NH:38][CH2:37][CH:29]3[CH2:30][C:31]4[C:36](=[CH:35][CH:34]=[CH:33][CH:32]=4)[CH2:28]3)=[CH:15][CH:14]=1)[O:8][CH2:7][CH2:6][CH:5]2[C:22]([O:24][CH2:25][CH3:26])=[O:23]. The yield is 0.998. (2) The reactants are ClC1C(CCCl)=CN=C([NH:11][C:12]2[C:17]([CH3:18])=[CH:16][C:15]([CH3:19])=[CH:14][C:13]=2[CH3:20])N=1.[CH2:21]([CH:24]([NH2:28])[CH2:25][CH2:26][CH3:27])[CH2:22][CH3:23].[CH2:29]([CH:31]([NH2:35])[CH2:32][CH2:33][CH3:34])C.[CH3:36][N:37]1CCC[C:38]1=O. No catalyst specified. The product is [CH3:29][C:31]1[C:32]2[CH2:33][CH2:34][N:28]([CH:24]([CH2:25][CH2:26][CH3:27])[CH2:21][CH2:22][CH3:23])[C:36]=2[N:37]=[C:38]([C:15]2([CH3:19])[CH:14]=[C:13]([CH3:20])[C:12]([NH2:11])=[C:17]([CH3:18])[CH2:16]2)[N:35]=1. The yield is 0.410. (3) The reactants are Br[C:2]1[CH:3]=[C:4]([NH:10][C:11]2[CH:23]=[C:14]3[CH2:15][N:16]([CH2:19][CH2:20][C:21]#[N:22])[CH2:17][CH2:18][N:13]3[N:12]=2)[C:5](=[O:9])[N:6]([CH3:8])[CH:7]=1.[C:24]([O:27][CH2:28][C:29]1[C:30]([N:44]2[CH2:55][CH2:54][N:53]3[C:46](=[CH:47][C:48]4[CH2:49][C:50]([CH3:57])([CH3:56])[CH2:51][C:52]=43)[C:45]2=[O:58])=[N:31][CH:32]=[CH:33][C:34]=1B1OC(C)(C)C(C)(C)O1)(=[O:26])[CH3:25]. No catalyst specified. The product is [C:24]([O:27][CH2:28][C:29]1[C:30]([N:44]2[CH2:55][CH2:54][N:53]3[C:46](=[CH:47][C:48]4[CH2:49][C:50]([CH3:57])([CH3:56])[CH2:51][C:52]=43)[C:45]2=[O:58])=[N:31][CH:32]=[CH:33][C:34]=1[C:2]1[CH:3]=[C:4]([NH:10][C:11]2[CH:23]=[C:14]3[CH2:15][N:16]([CH2:19][CH2:20][C:21]#[N:22])[CH2:17][CH2:18][N:13]3[N:12]=2)[C:5](=[O:9])[N:6]([CH3:8])[CH:7]=1)(=[O:26])[CH3:25]. The yield is 0.520. (4) The catalyst is CN(C=O)C. The product is [Cl:11][C:9]1[C:8]([C:12]([F:15])([F:14])[F:13])=[CH:7][C:3]([C:4]([NH2:6])=[O:5])=[C:2]([O:22][CH2:21][CH2:20][O:19][CH:16]([CH3:18])[CH3:17])[N:10]=1. The reactants are Cl[C:2]1[N:10]=[C:9]([Cl:11])[C:8]([C:12]([F:15])([F:14])[F:13])=[CH:7][C:3]=1[C:4]([NH2:6])=[O:5].[CH:16]([O:19][CH2:20][CH2:21][OH:22])([CH3:18])[CH3:17].[H-].[Na+]. The yield is 0.454. (5) The reactants are O.[OH-].[Ba+2].[OH-].[Br:5][C:6]1[CH:11]=[CH:10][C:9](I)=[C:8]([CH3:13])[CH:7]=1.[Cl:14][C:15]1[CH:16]=[C:17](B(O)O)[CH:18]=[CH:19][CH:20]=1. The catalyst is O1CCOCC1.O.C1(P(C2C=CC=CC=2)C2C=CC=CC=2)C=CC=CC=1.C1(P(C2C=CC=CC=2)C2C=CC=CC=2)C=CC=CC=1.C1(P(C2C=CC=CC=2)C2C=CC=CC=2)C=CC=CC=1.C1(P(C2C=CC=CC=2)C2C=CC=CC=2)C=CC=CC=1.[Pd]. The product is [Br:5][C:6]1[CH:11]=[CH:10][C:9]([C:19]2[CH:18]=[CH:17][CH:16]=[C:15]([Cl:14])[CH:20]=2)=[C:8]([CH3:13])[CH:7]=1. The yield is 0.210. (6) The reactants are CC1(C)C(C)(C)OB([C:9]2[CH:10]=[CH:11][C:12]3[C:41]4[C:17](=[C:18]5[C:38](=[CH:39][CH:40]=4)[C:22]4[N:23]=[C:24]([C@@H:26]6[CH2:30][CH2:29][CH2:28][N:27]6[C:31]([O:33][C:34]([CH3:37])([CH3:36])[CH3:35])=[O:32])[NH:25][C:21]=4[CH:20]=[CH:19]5)[O:16][CH2:15][C:13]=3[CH:14]=2)O1.Br[C:44]1[NH:48][C:47]([C@@H:49]2[CH2:53][CH2:52][CH2:51][N:50]2[C:54](=[O:64])[C@@H:55]([NH:59][C:60](=[O:63])[O:61][CH3:62])[CH:56]([CH3:58])[CH3:57])=[N:46][CH:45]=1.C(=O)([O-])[O-].[K+].[K+].C(COC)OC. The catalyst is C1C=CC([P]([Pd]([P](C2C=CC=CC=2)(C2C=CC=CC=2)C2C=CC=CC=2)([P](C2C=CC=CC=2)(C2C=CC=CC=2)C2C=CC=CC=2)[P](C2C=CC=CC=2)(C2C=CC=CC=2)C2C=CC=CC=2)(C2C=CC=CC=2)C2C=CC=CC=2)=CC=1.C1C=CC(P(C2C=CC=CC=2)[C-]2C=CC=C2)=CC=1.C1C=CC(P(C2C=CC=CC=2)[C-]2C=CC=C2)=CC=1.Cl[Pd]Cl.[Fe+2].CN(C)C=O. The product is [CH3:62][O:61][C:60]([NH:59][C@H:55]([C:54]([N:50]1[CH2:51][CH2:52][CH2:53][C@@H:49]1[C:47]1[NH:48][C:44]([C:9]2[CH:10]=[CH:11][C:12]3[C:41]4[C:17](=[C:18]5[C:38](=[CH:39][CH:40]=4)[C:22]4[N:23]=[C:24]([C@@H:26]6[CH2:30][CH2:29][CH2:28][N:27]6[C:31]([O:33][C:34]([CH3:37])([CH3:36])[CH3:35])=[O:32])[NH:25][C:21]=4[CH:20]=[CH:19]5)[O:16][CH2:15][C:13]=3[CH:14]=2)=[CH:45][N:46]=1)=[O:64])[CH:56]([CH3:58])[CH3:57])=[O:63]. The yield is 0.460.